Dataset: Full USPTO retrosynthesis dataset with 1.9M reactions from patents (1976-2016). Task: Predict the reactants needed to synthesize the given product. Given the product [CH2:1]([N:4]1[C:5]2[CH:10]=[CH:9][C:8]([C:11]([F:13])([F:14])[F:12])=[CH:7][C:6]=2[N:15]=[C:11]1[C:8]1[CH:9]=[CH:20][N:17]=[CH:16][CH:7]=1)[CH2:2][CH3:3], predict the reactants needed to synthesize it. The reactants are: [CH2:1]([NH:4][C:5]1[C:6]([NH2:15])=[CH:7][C:8]([C:11]([F:14])([F:13])[F:12])=[CH:9][CH:10]=1)[CH2:2][CH3:3].[CH3:16][N:17]([CH3:20])C=O.